Task: Regression. Given a peptide amino acid sequence and an MHC pseudo amino acid sequence, predict their binding affinity value. This is MHC class I binding data.. Dataset: Peptide-MHC class I binding affinity with 185,985 pairs from IEDB/IMGT The peptide sequence is LKGPDIYKGVY. The MHC is H-2-Db with pseudo-sequence H-2-Db. The binding affinity (normalized) is 0.